Dataset: Full USPTO retrosynthesis dataset with 1.9M reactions from patents (1976-2016). Task: Predict the reactants needed to synthesize the given product. (1) Given the product [CH2:1]([O:3][C:4]([C:6]1[C:7]([OH:23])=[C:8]2[C:15]([C:16]3[CH:21]=[CH:20][C:19]([Cl:22])=[CH:18][CH:17]=3)=[N:14][S:13][C:9]2=[C:10]([C:29]2[CH:28]=[N:27][C:26]([O:25][CH3:24])=[CH:31][CH:30]=2)[N:11]=1)=[O:5])[CH3:2], predict the reactants needed to synthesize it. The reactants are: [CH2:1]([O:3][C:4]([C:6]1[C:7]([OH:23])=[C:8]2[C:15]([C:16]3[CH:21]=[CH:20][C:19]([Cl:22])=[CH:18][CH:17]=3)=[N:14][S:13][C:9]2=[C:10](Br)[N:11]=1)=[O:5])[CH3:2].[CH3:24][O:25][C:26]1[CH:31]=[CH:30][C:29](B(O)O)=[CH:28][N:27]=1. (2) Given the product [CH3:1][O:2][C:3](=[O:33])[CH2:4][C:5]1[C:9]2[C:10]([CH:34]3[CH2:36][CH2:35]3)=[CH:11][C:12]([O:14][Si:15]([CH:22]([CH3:23])[CH3:24])([CH:19]([CH3:20])[CH3:21])[CH:16]([CH3:18])[CH3:17])=[CH:13][C:8]=2[S:7][CH:6]=1, predict the reactants needed to synthesize it. The reactants are: [CH3:1][O:2][C:3](=[O:33])[CH2:4][C:5]1[C:9]2[C:10](OS(C(F)(F)F)(=O)=O)=[CH:11][C:12]([O:14][Si:15]([CH:22]([CH3:24])[CH3:23])([CH:19]([CH3:21])[CH3:20])[CH:16]([CH3:18])[CH3:17])=[CH:13][C:8]=2[S:7][CH:6]=1.[CH:34]1(B(O)O)[CH2:36][CH2:35]1.P([O-])([O-])([O-])=O.[K+].[K+].[K+].C1(P(C2CCCCC2)C2CCCCC2)CCCCC1.